Task: Predict the product of the given reaction.. Dataset: Forward reaction prediction with 1.9M reactions from USPTO patents (1976-2016) (1) Given the reactants Br[C:2]1[C:3]([N:9]2[CH:13]=[CH:12][C:11]([C:14]([F:17])([F:16])[F:15])=[N:10]2)=[N:4][C:5]([Cl:8])=[N:6][CH:7]=1.[CH3:18][O:19][C:20]([C:22]1[C:23]([O:37][CH3:38])=[N:24][CH:25]=[C:26](B2OC(C)(C)C(C)(C)O2)[CH:27]=1)=[O:21].C(=O)([O-])[O-].[Na+].[Na+].O, predict the reaction product. The product is: [CH3:18][O:19][C:20]([C:22]1[C:23]([O:37][CH3:38])=[N:24][CH:25]=[C:26]([C:2]2[C:3]([N:9]3[CH:13]=[CH:12][C:11]([C:14]([F:17])([F:16])[F:15])=[N:10]3)=[N:4][C:5]([Cl:8])=[N:6][CH:7]=2)[CH:27]=1)=[O:21]. (2) Given the reactants O[CH2:2][C:3]1[CH:8]=[C:7]([OH:9])[C:6]([O:10][CH2:11][CH2:12][CH3:13])=[CH:5][N:4]=1.S(Cl)([Cl:16])=O, predict the reaction product. The product is: [Cl:16][CH2:2][C:3]1[CH:8]=[C:7]([OH:9])[C:6]([O:10][CH2:11][CH2:12][CH3:13])=[CH:5][N:4]=1. (3) Given the reactants [S:1]1[CH:5]=[CH:4]C=[C:2]1[CH:6]1[CH2:10][CH2:9][NH:8][CH2:7]1.C(OC([N:18]1CC=CC1C1SC=CN=1)=O)(C)(C)C, predict the reaction product. The product is: [NH:8]1[CH2:9][CH2:10][CH:6]([C:2]2[S:1][CH:5]=[CH:4][N:18]=2)[CH2:7]1.